Dataset: Full USPTO retrosynthesis dataset with 1.9M reactions from patents (1976-2016). Task: Predict the reactants needed to synthesize the given product. (1) Given the product [O:23]=[CH:2][CH2:1][C:4]1[CH:13]=[CH:12][CH:11]=[C:10]2[C:5]=1[CH:6]=[CH:7][C:8]1[N:9]2[N:14]=[N:15][C:16]=1[C:17]([O:19][CH2:20][CH3:21])=[O:18], predict the reactants needed to synthesize it. The reactants are: [CH2:1]([C:4]1[CH:13]=[CH:12][CH:11]=[C:10]2[C:5]=1[CH:6]=[CH:7][C:8]1[N:9]2[N:14]=[N:15][C:16]=1[C:17]([O:19][CH2:20][CH3:21])=[O:18])[CH:2]=C.I([O-])(=O)(=O)=[O:23].[Na+]. (2) Given the product [C:1]1([C:7]2[C:16]3[C:11](=[CH:12][CH:13]=[CH:14][CH:15]=3)[N:10]=[C:9]([CH:17]3[CH2:22][CH2:21][CH2:20][NH:19][CH2:18]3)[N:8]=2)[CH:2]=[CH:3][CH:4]=[CH:5][CH:6]=1, predict the reactants needed to synthesize it. The reactants are: [C:1]1([C:7]2[C:16]3[C:11](=[CH:12][CH:13]=[CH:14][CH:15]=3)[N:10]=[C:9]([CH:17]3[CH2:22][CH2:21][CH2:20][N:19](C(OC(C)(C)C)=O)[CH2:18]3)[N:8]=2)[CH:6]=[CH:5][CH:4]=[CH:3][CH:2]=1.CC(O)=O. (3) Given the product [NH2:51][C:18]([C:15]1[CH:16]=[C:17]2[C:12](=[CH:13][CH:14]=1)[N:11]=[C:10]([N:21]1[CH2:22][CH2:23][N:24]([C:27]3[CH:32]=[CH:31][C:30]([F:33])=[CH:29][CH:28]=3)[CH2:25][CH2:26]1)[N:9]([C:34]1[CH:39]=[CH:38][CH:37]=[C:36]([C:40]([F:41])([F:43])[F:42])[CH:35]=1)[CH:8]2[CH2:7][C:6]([O:5][C:1]([CH3:2])([CH3:3])[CH3:4])=[O:44])=[O:49], predict the reactants needed to synthesize it. The reactants are: [C:1]([O:5][C:6](=[O:44])[CH2:7][CH:8]1[C:17]2[C:12](=[CH:13][CH:14]=[C:15]([C:18](O)=O)[CH:16]=2)[N:11]=[C:10]([N:21]2[CH2:26][CH2:25][N:24]([C:27]3[CH:32]=[CH:31][C:30]([F:33])=[CH:29][CH:28]=3)[CH2:23][CH2:22]2)[N:9]1[C:34]1[CH:39]=[CH:38][CH:37]=[C:36]([C:40]([F:43])([F:42])[F:41])[CH:35]=1)([CH3:4])([CH3:3])[CH3:2].[Cl-].[Al+3].[Cl-].[Cl-].[OH2:49].O[N:51]1C2C=CC=CC=2N=N1.CN(C)CCCN=C=NCC.C(NC(C)C)(C)C. (4) Given the product [CH2:22]([N:9]1[C:10]2[C@:11]3([CH3:21])[C:18]([CH3:20])([CH3:19])[C@@H:14]([CH2:13][CH2:12]3)[C:15]=2[C:16](=[O:17])[N:8]1[C:3]1[CH:4]=[CH:5][CH:6]=[CH:7][C:2]=1[F:1])[C:23]1[CH:28]=[CH:27][CH:26]=[CH:25][CH:24]=1, predict the reactants needed to synthesize it. The reactants are: [F:1][C:2]1[CH:7]=[CH:6][CH:5]=[CH:4][C:3]=1[N:8]1[C:16](=[O:17])[C:15]2[C@H:14]3[C:18]([CH3:20])([CH3:19])[C@:11]([CH3:21])([CH2:12][CH2:13]3)[C:10]=2[NH:9]1.[CH2:22](Br)[C:23]1[CH:28]=[CH:27][CH:26]=[CH:25][CH:24]=1. (5) Given the product [Cl:1][C:2]1[CH:3]=[C:4]([CH:19]=[C:20]([Cl:23])[C:21]=1[Cl:22])[CH2:5][N:6]1[CH:10]=[C:9]([C:11]2[S:12][C:13]([C:16]#[N:18])=[CH:14][N:15]=2)[N:8]=[N:7]1, predict the reactants needed to synthesize it. The reactants are: [Cl:1][C:2]1[CH:3]=[C:4]([CH:19]=[C:20]([Cl:23])[C:21]=1[Cl:22])[CH2:5][N:6]1[CH:10]=[C:9]([C:11]2[S:12][C:13]([C:16]([NH2:18])=O)=[CH:14][N:15]=2)[N:8]=[N:7]1.CCN(CC)CC.C(OC(C(F)(F)F)=O)(C(F)(F)F)=O. (6) Given the product [CH3:31][O:49][C:11]1[N:16]=[C:15]([N:17]([C:18]2[CH:19]=[C:20]3[C:24](=[CH:25][CH:26]=2)[NH:23][C:22]([CH3:27])=[CH:21]3)[C:3]2[N:8]=[C:7]([NH2:9])[CH:6]=[CH:5][N:4]=2)[CH:14]=[CH:13][N:12]=1, predict the reactants needed to synthesize it. The reactants are: CO[C:3]1[N:8]=[C:7]([NH2:9])[CH:6]=[CH:5][N:4]=1.Cl[C:11]1[N:16]=[C:15]([NH:17][C:18]2[CH:19]=[C:20]3[C:24](=[CH:25][CH:26]=2)[NH:23][C:22]([CH3:27])=[CH:21]3)[CH:14]=[CH:13][N:12]=1.CC1(C)C2C(=C(P(C3C=CC=CC=3)C3C=CC=CC=3)C=CC=2)[O:49][C:31]2C(P(C3C=CC=CC=3)C3C=CC=CC=3)=CC=CC1=2. (7) Given the product [Cl:49][C:33]1[CH:34]=[CH:35][C:36]([NH:38][C:39](=[O:48])[C:40]2[CH:41]=[CH:42][C:43]([O:46][CH3:47])=[CH:44][CH:45]=2)=[CH:37][C:32]=1[C:31]([NH:30][C:27]1[CH:26]=[N:25][C:24]([NH:23][C:20]2[CH:19]=[CH:18][C:17]([S:14]([CH:11]3[CH2:12][CH2:13][NH:8][CH2:9][CH2:10]3)(=[O:15])=[O:16])=[CH:22][CH:21]=2)=[N:29][CH:28]=1)=[O:50].[C:51]([OH:57])([C:53]([F:56])([F:55])[F:54])=[O:52], predict the reactants needed to synthesize it. The reactants are: C(OC([N:8]1[CH2:13][CH2:12][CH:11]([S:14]([C:17]2[CH:22]=[CH:21][C:20]([NH:23][C:24]3[N:29]=[CH:28][C:27]([NH:30][C:31](=[O:50])[C:32]4[CH:37]=[C:36]([NH:38][C:39](=[O:48])[C:40]5[CH:45]=[CH:44][C:43]([O:46][CH3:47])=[CH:42][CH:41]=5)[CH:35]=[CH:34][C:33]=4[Cl:49])=[CH:26][N:25]=3)=[CH:19][CH:18]=2)(=[O:16])=[O:15])[CH2:10][CH2:9]1)=O)(C)(C)C.[C:51]([OH:57])([C:53]([F:56])([F:55])[F:54])=[O:52].